Dataset: Catalyst prediction with 721,799 reactions and 888 catalyst types from USPTO. Task: Predict which catalyst facilitates the given reaction. (1) Reactant: [F:1][C:2]1([F:16])[CH2:10][C:9]2[NH:8][C:7]([C:11]([O:13][CH2:14][CH3:15])=[O:12])=[CH:6][C:5]=2[CH2:4][CH2:3]1.[H-].[Na+].Br[CH2:20][C:21]#[N:22]. Product: [C:21]([CH2:20][N:8]1[C:9]2[CH2:10][C:2]([F:1])([F:16])[CH2:3][CH2:4][C:5]=2[CH:6]=[C:7]1[C:11]([O:13][CH2:14][CH3:15])=[O:12])#[N:22]. The catalyst class is: 35. (2) Reactant: [NH2:1][CH2:2][C:3]1[CH:4]=[CH:5][C:6]([NH:13][C:14]2[CH:19]=[C:18]([C:20]([F:23])([F:22])[F:21])[CH:17]=[CH:16][C:15]=2[NH:24][C:25]2[CH:30]=[CH:29][CH:28]=[CH:27][C:26]=2[C:31]([O:33][CH3:34])=[O:32])=[C:7]([CH:12]=1)[C:8]([O:10][CH3:11])=[O:9].[C:35]([O:39][C:40]([NH:42][C@H:43]([C:51](O)=[O:52])[CH2:44][C:45]1[CH:50]=[CH:49][CH:48]=[CH:47][CH:46]=1)=[O:41])([CH3:38])([CH3:37])[CH3:36].C1CCC(N=C=NC2CCCCC2)CC1. Product: [C:35]([O:39][C:40]([NH:42][C@H:43]([C:51]([NH:1][CH2:2][C:3]1[CH:4]=[CH:5][C:6]([NH:13][C:14]2[CH:19]=[C:18]([C:20]([F:23])([F:21])[F:22])[CH:17]=[CH:16][C:15]=2[NH:24][C:25]2[CH:30]=[CH:29][CH:28]=[CH:27][C:26]=2[C:31]([O:33][CH3:34])=[O:32])=[C:7]([CH:12]=1)[C:8]([O:10][CH3:11])=[O:9])=[O:52])[CH2:44][C:45]1[CH:50]=[CH:49][CH:48]=[CH:47][CH:46]=1)=[O:41])([CH3:37])([CH3:38])[CH3:36]. The catalyst class is: 2. (3) Reactant: [Cl:1][C:2]1[N:3]=[C:4](Cl)[C:5]2[S:10][C:9]3[N:11]=[CH:12][CH:13]=[CH:14][C:8]=3[C:6]=2[N:7]=1.[NH:16]1[CH2:21][CH2:20][O:19][CH2:18][CH2:17]1. Product: [Cl:1][C:2]1[N:3]=[C:4]([N:16]2[CH2:21][CH2:20][O:19][CH2:18][CH2:17]2)[C:5]2[S:10][C:9]3[N:11]=[CH:12][CH:13]=[CH:14][C:8]=3[C:6]=2[N:7]=1. The catalyst class is: 5. (4) Reactant: [F:1][C:2]1([F:52])[CH2:7][CH2:6][CH:5]([C:8]2[C:17]3[C@@H:16]([OH:18])[CH2:15][C:14]([CH3:20])([CH3:19])[CH2:13][C:12]=3[N:11]=[C:10]([CH:21]3[CH2:26][CH2:25][N:24]([C:27]4[N:32]=[CH:31][C:30]([O:33][CH2:34][CH:35]([CH2:38][OH:39])[CH2:36][OH:37])=[CH:29][N:28]=4)[CH2:23][CH2:22]3)[C:9]=2[C@@H:40]([F:51])[C:41]2[CH:46]=[CH:45][C:44]([C:47]([F:50])([F:49])[F:48])=[CH:43][CH:42]=2)[CH2:4][CH2:3]1.[ClH:53]. Product: [ClH:53].[ClH:53].[F:52][C:2]1([F:1])[CH2:3][CH2:4][CH:5]([C:8]2[C:17]3[C@@H:16]([OH:18])[CH2:15][C:14]([CH3:19])([CH3:20])[CH2:13][C:12]=3[N:11]=[C:10]([CH:21]3[CH2:26][CH2:25][N:24]([C:27]4[N:32]=[CH:31][C:30]([O:33][CH2:34][CH:35]([CH2:38][OH:39])[CH2:36][OH:37])=[CH:29][N:28]=4)[CH2:23][CH2:22]3)[C:9]=2[C@@H:40]([F:51])[C:41]2[CH:46]=[CH:45][C:44]([C:47]([F:48])([F:50])[F:49])=[CH:43][CH:42]=2)[CH2:6][CH2:7]1. The catalyst class is: 13. (5) Reactant: [CH3:1][O:2][C:3](=[O:28])[C:4]1[CH:9]=[CH:8][C:7](N)=[CH:6][C:5]=1[NH:11][C:12](=[O:27])[C:13]1[CH:18]=[C:17]([C:19]([F:22])([F:21])[F:20])[CH:16]=[C:15]([C:23]([F:26])([F:25])[F:24])[CH:14]=1.N([O-])=[O:30].[Na+].S(=O)(=O)(O)O.O. Product: [CH3:1][O:2][C:3](=[O:28])[C:4]1[CH:9]=[CH:8][C:7]([OH:30])=[CH:6][C:5]=1[NH:11][C:12](=[O:27])[C:13]1[CH:14]=[C:15]([C:23]([F:24])([F:26])[F:25])[CH:16]=[C:17]([C:19]([F:22])([F:20])[F:21])[CH:18]=1. The catalyst class is: 55. (6) Product: [CH2:1]([C:3]1[C:11]2[C:6](=[CH:7][CH:8]=[CH:9][C:10]=2[NH:12][C:13]([C:15]2[N:19]3[CH:20]=[CH:21][C:22]([C:24]([N:35]([CH3:39])[CH3:36])=[O:25])=[CH:23][C:18]3=[N:17][CH:16]=2)=[O:14])[N:5]([CH2:27][C:28]2[CH:33]=[CH:32][CH:31]=[C:30]([CH3:34])[N:29]=2)[N:4]=1)[CH3:2]. The catalyst class is: 3. Reactant: [CH2:1]([C:3]1[C:11]2[C:6](=[CH:7][CH:8]=[CH:9][C:10]=2[NH:12][C:13]([C:15]2[N:19]3[CH:20]=[CH:21][C:22]([C:24](O)=[O:25])=[CH:23][C:18]3=[N:17][CH:16]=2)=[O:14])[N:5]([CH2:27][C:28]2[CH:33]=[CH:32][CH:31]=[C:30]([CH3:34])[N:29]=2)[N:4]=1)[CH3:2].[N:35]1(C(N2C=CN=C2)=O)[CH:39]=CN=[CH:36]1.CNC. (7) Reactant: [NH2:1][C:2]1[S:3][CH:4]=[C:5]([C:7]2[CH:18]=[CH:17][C:10]([C:11]([NH:13][CH:14]3[CH2:16][CH2:15]3)=[O:12])=[CH:9][CH:8]=2)[N:6]=1.[CH2:19]([O:26][C:27]([N:29]1[CH2:33][CH2:32][CH2:31][C@H:30]1[CH:34]=O)=[O:28])[C:20]1[CH:25]=[CH:24][CH:23]=[CH:22][CH:21]=1.[BH3-]C#N.[Na+]. Product: [CH2:19]([O:26][C:27]([N:29]1[CH2:33][CH2:32][CH2:31][C@H:30]1[CH2:34][NH:1][C:2]1[S:3][CH:4]=[C:5]([C:7]2[CH:8]=[CH:9][C:10]([C:11](=[O:12])[NH:13][CH:14]3[CH2:15][CH2:16]3)=[CH:17][CH:18]=2)[N:6]=1)=[O:28])[C:20]1[CH:21]=[CH:22][CH:23]=[CH:24][CH:25]=1. The catalyst class is: 5.